Dataset: Reaction yield outcomes from USPTO patents with 853,638 reactions. Task: Predict the reaction yield, written as a fraction of the theoretical maximum amount of product (1.0 means a 100% yield; for example, 0.34 means a 34% yield). (1) The reactants are [CH2:1]([N:8]1[C:12]2([CH2:16][CH2:15][NH:14][CH2:13]2)[CH2:11][CH2:10][CH2:9]1)[C:2]1[CH:7]=[CH:6][CH:5]=[CH:4][CH:3]=1.Br[C:18]1[CH:19]=[N:20][CH:21]=[C:22]([O:24][C:25]2[CH:30]=[CH:29][CH:28]=[CH:27][CH:26]=2)[CH:23]=1.CC(C)([O-])C.[K+]. The catalyst is C1(C)C=CC=CC=1.C1C=CC(/C=C/C(/C=C/C2C=CC=CC=2)=O)=CC=1.C1C=CC(/C=C/C(/C=C/C2C=CC=CC=2)=O)=CC=1.C1C=CC(/C=C/C(/C=C/C2C=CC=CC=2)=O)=CC=1.[Pd].[Pd].C1(P(C2C=CC=CC=2)C2C=CC3C(=CC=CC=3)C=2C2C3C(=CC=CC=3)C=CC=2P(C2C=CC=CC=2)C2C=CC=CC=2)C=CC=CC=1. The product is [CH2:1]([N:8]1[C:12]2([CH2:16][CH2:15][N:14]([C:18]3[CH:19]=[N:20][CH:21]=[C:22]([O:24][C:25]4[CH:26]=[CH:27][CH:28]=[CH:29][CH:30]=4)[CH:23]=3)[CH2:13]2)[CH2:11][CH2:10][CH2:9]1)[C:2]1[CH:3]=[CH:4][CH:5]=[CH:6][CH:7]=1. The yield is 0.786. (2) The reactants are [NH2:1][C:2]1[CH:7]=[CH:6][C:5]([C:8]2[N:9]([CH2:21][CH3:22])[C:10]3[C:15]([C:16]=2[C:17]#[N:18])=[CH:14][CH:13]=[C:12]([O:19][CH3:20])[CH:11]=3)=[CH:4][CH:3]=1.[Cl:23][CH2:24][CH2:25][N:26]=[C:27]=[O:28]. The catalyst is C1COCC1. The product is [Cl:23][CH2:24][CH2:25][NH:26][C:27]([NH:1][C:2]1[CH:3]=[CH:4][C:5]([C:8]2[N:9]([CH2:21][CH3:22])[C:10]3[C:15]([C:16]=2[C:17]#[N:18])=[CH:14][CH:13]=[C:12]([O:19][CH3:20])[CH:11]=3)=[CH:6][CH:7]=1)=[O:28]. The yield is 0.910. (3) The reactants are Br[C:2]1[CH:8]=[CH:7][C:5]([NH2:6])=[C:4]([O:9][CH3:10])[CH:3]=1.[NH:11]1[CH:15]=[CH:14][CH:13]=[N:12]1.C([O-])([O-])=O.[K+].[K+].CN[C@H]1[C@H](NC)CCCC1.[Na+].[Cl-]. The catalyst is CN1C(=O)CCC1.[Cu]I.CCOC(C)=O. The product is [CH3:10][O:9][C:4]1[CH:3]=[C:2]([N:11]2[CH:15]=[CH:14][CH:13]=[N:12]2)[CH:8]=[CH:7][C:5]=1[NH2:6]. The yield is 0.900. (4) The reactants are [CH3:1][C:2]1([CH3:29])[O:7][CH2:6][CH:5]([CH2:8][O:9][C:10]2[C:15]([CH3:16])=[CH:14][N:13]=[C:12]([CH2:17][S:18][C:19]3[NH:23][C:22]4[CH:24]=[CH:25][CH:26]=[CH:27][C:21]=4[N:20]=3)[C:11]=2[CH3:28])[CH2:4][O:3]1.C(N(CC)C(C)C)(C)C.[O-]O.C1(C(C)C)C=CC=CC=1.C(=O)([O-])[OH:51].[Na+].S([O-])([O-])(=O)=S.[Na+].[Na+]. The catalyst is C1(C)C=CC=CC=1. The product is [CH3:1][C:2]1([CH3:29])[O:3][CH2:4][CH:5]([CH2:8][O:9][C:10]2[C:15]([CH3:16])=[CH:14][N:13]=[C:12]([CH2:17][S:18]([C:19]3[NH:20][C:21]4[CH:27]=[CH:26][CH:25]=[CH:24][C:22]=4[N:23]=3)=[O:51])[C:11]=2[CH3:28])[CH2:6][O:7]1. The yield is 0.630. (5) The reactants are [CH:1]1([C:4]2[N:9]=[C:8]([NH2:10])[CH:7]=[CH:6][CH:5]=2)[CH2:3][CH2:2]1.[Br:11]N1C(=O)CCC1=O. The catalyst is CO. The product is [Br:11][C:5]1[CH:6]=[CH:7][C:8]([NH2:10])=[N:9][C:4]=1[CH:1]1[CH2:3][CH2:2]1. The yield is 0.685. (6) The reactants are [Cl:1][C:2]([Cl:11])([Cl:10])[C:3]([C:5]1[NH:6][CH:7]=[CH:8][CH:9]=1)=[O:4].[Al+3].[Cl-].[Cl-].[Cl-].[CH3:16][C:17]1[O:21][N:20]=[C:19]([C:22]2[CH:27]=[CH:26][C:25](F)=[CH:24][CH:23]=2)[C:18]=1[C:29](Cl)=[O:30]. The catalyst is C(Cl)Cl.[N+](C)([O-])=O. The product is [CH3:16][C:17]1[O:21][N:20]=[C:19]([C:22]2[CH:27]=[CH:26][CH:25]=[CH:24][CH:23]=2)[C:18]=1[C:29]([C:8]1[CH:9]=[C:5]([C:3](=[O:4])[C:2]([Cl:1])([Cl:10])[Cl:11])[NH:6][CH:7]=1)=[O:30]. The yield is 0.700. (7) The reactants are [C:1]([NH:5][S:6]([CH2:9][CH2:10][CH2:11]Cl)(=[O:8])=[O:7])([CH3:4])([CH3:3])[CH3:2].[Li][CH2:14]CCC.CI. The catalyst is C1COCC1. The product is [C:1]([NH:5][S:6]([C:9]1([CH3:14])[CH2:11][CH2:10]1)(=[O:8])=[O:7])([CH3:4])([CH3:3])[CH3:2]. The yield is 0.810. (8) The reactants are [C:1]([OH:8])(=[O:7])/[CH:2]=[CH:3]/[C:4]([OH:6])=[O:5].[C:9]([N:12]1[CH2:17][CH2:16][N:15]([CH2:18][CH2:19][O:20][C:21]2[CH:26]=[CH:25][C:24]([CH:27]3[CH2:32][CH2:31][N:30]([C:33]4[CH2:34][CH2:35][C:36]5[N:37]([C:39]([C:42]([F:45])([F:44])[F:43])=[N:40][N:41]=5)[N:38]=4)[CH2:29][CH2:28]3)=[CH:23][CH:22]=2)[CH2:14][CH2:13]1)(=[O:11])[CH3:10].C(OC(=O)C)C. The catalyst is CO. The product is [C:1]([OH:8])(=[O:7])/[CH:2]=[CH:3]/[C:4]([OH:6])=[O:5].[C:9]([N:12]1[CH2:13][CH2:14][N:15]([CH2:18][CH2:19][O:20][C:21]2[CH:22]=[CH:23][C:24]([CH:27]3[CH2:28][CH2:29][N:30]([C:33]4[CH2:34][CH2:35][C:36]5[N:37]([C:39]([C:42]([F:43])([F:44])[F:45])=[N:40][N:41]=5)[N:38]=4)[CH2:31][CH2:32]3)=[CH:25][CH:26]=2)[CH2:16][CH2:17]1)(=[O:11])[CH3:10]. The yield is 0.740.